This data is from Full USPTO retrosynthesis dataset with 1.9M reactions from patents (1976-2016). The task is: Predict the reactants needed to synthesize the given product. Given the product [Cl:1][C:2]1[CH:7]=[CH:6][C:5]([NH:8][C@H:15]2[CH2:16][CH2:17][S:13](=[O:19])(=[O:12])[CH2:14]2)=[C:4]([N+:9]([O-:11])=[O:10])[CH:3]=1, predict the reactants needed to synthesize it. The reactants are: [Cl:1][C:2]1[CH:7]=[CH:6][C:5]([NH2:8])=[C:4]([N+:9]([O-:11])=[O:10])[CH:3]=1.[O:12]=[S:13]1(=[O:19])[CH2:17][CH2:16][C@H:15](N)[CH2:14]1.C([O-])([O-])=O.[K+].[K+].CCN(CC)CC.